This data is from Full USPTO retrosynthesis dataset with 1.9M reactions from patents (1976-2016). The task is: Predict the reactants needed to synthesize the given product. Given the product [O:24]=[S:16]1(=[O:25])[C:17]2[CH:23]=[CH:22][CH:21]=[CH:20][C:18]=2[CH2:19][N:13]([C:4]2[CH:3]=[C:2]([NH:32][CH2:31][CH2:30][CH2:29][CH2:28][CH2:27][CH2:26][NH2:33])[C:11]3[C:6](=[CH:7][CH:8]=[C:9]([CH3:12])[CH:10]=3)[N:5]=2)[CH2:14][CH2:15]1, predict the reactants needed to synthesize it. The reactants are: Cl[C:2]1[C:11]2[C:6](=[CH:7][CH:8]=[C:9]([CH3:12])[CH:10]=2)[N:5]=[C:4]([N:13]2[CH2:19][C:18]3[CH:20]=[CH:21][CH:22]=[CH:23][C:17]=3[S:16](=[O:25])(=[O:24])[CH2:15][CH2:14]2)[CH:3]=1.[CH2:26]([NH2:33])[CH2:27][CH2:28][CH2:29][CH2:30][CH2:31][NH2:32].